From a dataset of Catalyst prediction with 721,799 reactions and 888 catalyst types from USPTO. Predict which catalyst facilitates the given reaction. Reactant: [CH3:1][C:2]([CH3:29])([CH2:7][C:8](=[O:28])[NH:9][NH:10][C:11]([C:13]1[S:14][CH:15]=[C:16]([CH2:18][O:19][CH2:20][O:21][CH2:22][CH2:23][Si:24]([CH3:27])([CH3:26])[CH3:25])[N:17]=1)=O)[C:3]([O:5][CH3:6])=[O:4].S(Cl)(C1C=CC(C)=CC=1)(=O)=O.O. Product: [CH3:1][C:2]([CH3:29])([CH2:7][C:8]1[O:28][C:11]([C:13]2[S:14][CH:15]=[C:16]([CH2:18][O:19][CH2:20][O:21][CH2:22][CH2:23][Si:24]([CH3:27])([CH3:26])[CH3:25])[N:17]=2)=[N:10][N:9]=1)[C:3]([O:5][CH3:6])=[O:4]. The catalyst class is: 2.